From a dataset of NCI-60 drug combinations with 297,098 pairs across 59 cell lines. Regression. Given two drug SMILES strings and cell line genomic features, predict the synergy score measuring deviation from expected non-interaction effect. (1) Drug 1: C1CC(C1)(C(=O)O)C(=O)O.[NH2-].[NH2-].[Pt+2]. Drug 2: CCC1(C2=C(COC1=O)C(=O)N3CC4=CC5=C(C=CC(=C5CN(C)C)O)N=C4C3=C2)O.Cl. Cell line: SF-539. Synergy scores: CSS=46.6, Synergy_ZIP=-2.11, Synergy_Bliss=-0.666, Synergy_Loewe=-20.4, Synergy_HSA=2.32. (2) Drug 1: CC1=C(C=C(C=C1)NC2=NC=CC(=N2)N(C)C3=CC4=NN(C(=C4C=C3)C)C)S(=O)(=O)N.Cl. Drug 2: C1CN(P(=O)(OC1)NCCCl)CCCl. Cell line: SK-MEL-2. Synergy scores: CSS=-3.93, Synergy_ZIP=1.08, Synergy_Bliss=0.333, Synergy_Loewe=-3.93, Synergy_HSA=-3.36. (3) Drug 1: CC1=C(C(CCC1)(C)C)C=CC(=CC=CC(=CC(=O)O)C)C. Drug 2: CC1CCC2CC(C(=CC=CC=CC(CC(C(=O)C(C(C(=CC(C(=O)CC(OC(=O)C3CCCCN3C(=O)C(=O)C1(O2)O)C(C)CC4CCC(C(C4)OC)OCCO)C)C)O)OC)C)C)C)OC. Cell line: NCI-H460. Synergy scores: CSS=4.38, Synergy_ZIP=-0.735, Synergy_Bliss=0.842, Synergy_Loewe=-12.4, Synergy_HSA=-0.658. (4) Drug 1: CC1=C(C=C(C=C1)NC(=O)C2=CC=C(C=C2)CN3CCN(CC3)C)NC4=NC=CC(=N4)C5=CN=CC=C5. Drug 2: COC1=C2C(=CC3=C1OC=C3)C=CC(=O)O2. Cell line: KM12. Synergy scores: CSS=3.46, Synergy_ZIP=0.504, Synergy_Bliss=3.53, Synergy_Loewe=3.90, Synergy_HSA=2.41. (5) Drug 1: CN1CCC(CC1)COC2=C(C=C3C(=C2)N=CN=C3NC4=C(C=C(C=C4)Br)F)OC. Drug 2: CN(CCCl)CCCl.Cl. Cell line: OVCAR-5. Synergy scores: CSS=21.7, Synergy_ZIP=-4.69, Synergy_Bliss=0.276, Synergy_Loewe=-3.30, Synergy_HSA=-0.251.